From a dataset of Forward reaction prediction with 1.9M reactions from USPTO patents (1976-2016). Predict the product of the given reaction. (1) Given the reactants [H-].[Na+].[O:3]1[C:7]2[CH:8]=[CH:9][C:10]([C:12]3([C:15]([NH:17][C:18]4[CH:19]=[CH:20][C:21]([CH3:35])=[C:22]([C:24]5[CH:29]=[CH:28][C:27]([C:30]([N:32]([CH3:34])[CH3:33])=[O:31])=[CH:26][CH:25]=5)[CH:23]=4)=[O:16])[CH2:14][CH2:13]3)=[CH:11][C:6]=2[O:5][CH2:4]1.IC, predict the reaction product. The product is: [O:3]1[C:7]2[CH:8]=[CH:9][C:10]([C:12]3([C:15]([NH:17][C:18]4[CH:19]=[CH:20][C:21]([CH2:35][O:3][CH:7]([CH3:8])[CH3:6])=[C:22]([C:24]5[CH:25]=[CH:26][C:27]([C:30]([N:32]([CH3:34])[CH3:33])=[O:31])=[CH:28][CH:29]=5)[CH:23]=4)=[O:16])[CH2:14][CH2:13]3)=[CH:11][C:6]=2[O:5][CH2:4]1. (2) The product is: [CH2:1]([O:8][C:9]([N:11]1[CH2:14][CH:13]([C:15]2[O:20][C:19]([CH:21]3[CH:26]([C:27]4[CH:32]=[CH:31][CH:30]=[CH:29][CH:28]=4)[CH2:25][CH2:24][CH2:23][N:22]3[C:33]([O:35][C:36]([CH3:39])([CH3:38])[CH3:37])=[O:34])=[N:18][N:17]=2)[CH2:12]1)=[O:10])[C:2]1[CH:3]=[CH:4][CH:5]=[CH:6][CH:7]=1. Given the reactants [CH2:1]([O:8][C:9]([N:11]1[CH2:14][CH:13]([C:15]([NH:17][NH:18][C:19]([CH:21]2[CH:26]([C:27]3[CH:32]=[CH:31][CH:30]=[CH:29][CH:28]=3)[CH2:25][CH2:24][CH2:23][N:22]2[C:33]([O:35][C:36]([CH3:39])([CH3:38])[CH3:37])=[O:34])=[O:20])=O)[CH2:12]1)=[O:10])[C:2]1[CH:7]=[CH:6][CH:5]=[CH:4][CH:3]=1.N1C=CN=C1.C1(P(C2C=CC=CC=2)C2C=CC=CC=2)C=CC=CC=1.C(Br)(Br)(Br)Br, predict the reaction product.